The task is: Predict the reaction yield, written as a fraction of the theoretical maximum amount of product (1.0 means a 100% yield; for example, 0.34 means a 34% yield).. This data is from Reaction yield outcomes from USPTO patents with 853,638 reactions. (1) The reactants are [Br:1][C:2]1[CH:7]=[CH:6][C:5]([OH:8])=[CH:4][CH:3]=1.Br[CH2:10][CH2:11][CH2:12][C:13]([F:16])([F:15])[F:14].C([O-])([O-])=O.[K+].[K+]. The catalyst is CN(C=O)C.CCOC(C)=O. The product is [Br:1][C:2]1[CH:7]=[CH:6][C:5]([O:8][CH2:10][CH2:11][CH2:12][C:13]([F:16])([F:15])[F:14])=[CH:4][CH:3]=1. The yield is 0.850. (2) The reactants are Br[C:2]1[CH:13]=[CH:12][C:5]2[CH2:6][CH2:7][CH2:8][C:9](=[O:11])[CH2:10][C:4]=2[CH:3]=1.[OH:14][CH2:15][CH:16]1[O:20][C:19](=[O:21])[NH:18][CH2:17]1.N[C@@H]1CCCC[C@H]1N.C(=O)([O-])[O-].[K+].[K+]. The catalyst is [Cu]I.CN(C)C=O. The product is [OH:14][CH2:15][CH:16]1[O:20][C:19](=[O:21])[N:18]([C:2]2[CH:13]=[CH:12][C:5]3[CH2:6][CH2:7][CH2:8][C:9](=[O:11])[CH2:10][C:4]=3[CH:3]=2)[CH2:17]1. The yield is 0.510.